The task is: Predict the reaction yield, written as a fraction of the theoretical maximum amount of product (1.0 means a 100% yield; for example, 0.34 means a 34% yield).. This data is from Reaction yield outcomes from USPTO patents with 853,638 reactions. The reactants are C([O:3][C:4](=[O:24])[C:5]1[CH:10]=[CH:9][C:8]([Cl:11])=[C:7]([N:12]2[C:17]([CH3:18])=[CH:16][C:15]([C:19]([F:22])([F:21])[F:20])=[N:14][C:13]2=[O:23])[CH:6]=1)C. The catalyst is Cl. The product is [Cl:11][C:8]1[CH:9]=[CH:10][C:5]([C:4]([OH:24])=[O:3])=[CH:6][C:7]=1[N:12]1[C:17]([CH3:18])=[CH:16][C:15]([C:19]([F:20])([F:21])[F:22])=[N:14][C:13]1=[O:23]. The yield is 0.330.